This data is from Reaction yield outcomes from USPTO patents with 853,638 reactions. The task is: Predict the reaction yield, written as a fraction of the theoretical maximum amount of product (1.0 means a 100% yield; for example, 0.34 means a 34% yield). (1) The reactants are [Cl:1][C:2]1[CH:3]=[C:4]([NH:10][C:11]2[N:16]=[C:15](Cl)[N:14]=[C:13]([Cl:18])[N:12]=2)[CH:5]=[CH:6][C:7]=1[O:8][CH3:9].[CH:19]1([NH2:26])[CH2:25][CH2:24][CH2:23][CH2:22][CH2:21][CH2:20]1.O.[OH-].[Na+]. The product is [Cl:18][C:13]1[N:12]=[C:11]([NH:10][C:4]2[CH:5]=[CH:6][C:7]([O:8][CH3:9])=[C:2]([Cl:1])[CH:3]=2)[N:16]=[C:15]([NH:26][CH:19]2[CH2:25][CH2:24][CH2:23][CH2:22][CH2:21][CH2:20]2)[N:14]=1. The catalyst is CC(C)=O.C(OCC)(=O)C. The yield is 0.705. (2) The reactants are Cl.[F:2][C:3]1[CH:8]=[C:7]([S:9]([CH3:12])(=[O:11])=[O:10])[CH:6]=[CH:5][C:4]=1[NH:13][C:14]1[C:15]2[O:22][CH:21]=[C:20]([CH:23]3[CH2:28][CH2:27][NH:26][CH2:25][CH2:24]3)[C:16]=2[N:17]=[CH:18][N:19]=1.Cl[C:30]1[N:35]=[CH:34][C:33]([Cl:36])=[CH:32][N:31]=1.C(N(CC)C(C)C)(C)C.O. The catalyst is CN(C)C=O. The product is [Cl:36][C:33]1[CH:32]=[N:31][C:30]([N:26]2[CH2:27][CH2:28][CH:23]([C:20]3[C:16]4[N:17]=[CH:18][N:19]=[C:14]([NH:13][C:4]5[CH:5]=[CH:6][C:7]([S:9]([CH3:12])(=[O:10])=[O:11])=[CH:8][C:3]=5[F:2])[C:15]=4[O:22][CH:21]=3)[CH2:24][CH2:25]2)=[N:35][CH:34]=1. The yield is 0.190. (3) The product is [Br:18][C:19]1[S:20][C:21]([C:26]([O:28][CH2:29][CH3:30])=[O:27])=[C:22]([Br:24])[N:23]=1. The reactants are C(NC(C)C)(C)C.O1CCCC1.C([Li])CCC.[Br:18][C:19]1[S:20][CH:21]=[C:22]([Br:24])[N:23]=1.Cl[C:26]([O:28][CH2:29][CH3:30])=[O:27]. No catalyst specified. The yield is 0.460. (4) The reactants are C([O:3][C:4]1[CH2:9][CH2:8][CH:7]([CH2:10][CH:11]=[CH2:12])[C:6](=O)[CH:5]=1)C.[H-].[H-].[H-].[H-].[Li+].[Al+3]. The catalyst is CCOCC. The product is [CH2:10]([CH:7]1[CH2:8][CH2:9][C:4](=[O:3])[CH:5]=[CH:6]1)[CH:11]=[CH2:12]. The yield is 0.650. (5) The catalyst is C1COCC1. The product is [CH3:1][C:2]1[C:7]([C:8]([F:9])([F:11])[F:10])=[CH:6][CH:5]=[CH:4][C:3]=1[CH2:12][N:13]1[C:17]2[CH:18]=[C:19]([N:26]3[CH2:31][CH2:30][O:29][CH2:28][CH2:27]3)[CH:20]=[C:21]([C:22]([OH:24])=[O:23])[C:16]=2[N:15]=[C:14]1[C:32]([F:34])([F:33])[F:35]. The reactants are [CH3:1][C:2]1[C:7]([C:8]([F:11])([F:10])[F:9])=[CH:6][CH:5]=[CH:4][C:3]=1[CH2:12][N:13]1[C:17]2[CH:18]=[C:19]([N:26]3[CH2:31][CH2:30][O:29][CH2:28][CH2:27]3)[CH:20]=[C:21]([C:22]([O:24]C)=[O:23])[C:16]=2[N:15]=[C:14]1[C:32]([F:35])([F:34])[F:33].[OH-].[Li+]. The yield is 0.870. (6) The reactants are [OH:1][CH2:2][CH:3]([C:13]1[C:18]([CH3:19])=[CH:17][C:16]([CH3:20])=[CH:15][C:14]=1O)[C:4]1[CH:9]=[CH:8][C:7]([CH:10]([CH3:12])[CH3:11])=[CH:6][CH:5]=1. The catalyst is CO. The product is [CH:10]([C:7]1[CH:6]=[CH:5][C:4]([CH:3]2[C:13]3[C:18]([CH3:19])=[CH:17][C:16]([CH3:20])=[CH:15][C:14]=3[O:1][CH2:2]2)=[CH:9][CH:8]=1)([CH3:12])[CH3:11]. The yield is 0.850. (7) The reactants are [NH2:1][CH2:2][CH2:3][C:4]1[CH:9]=[CH:8][C:7]([OH:10])=[CH:6][CH:5]=1.C(=O)([O-])[O-].[K+].[K+].[S:17](Cl)([C:20]1[CH:26]=[CH:25][C:23]([CH3:24])=[CH:22][CH:21]=1)(=[O:19])=[O:18].O. The catalyst is C1COCC1. The product is [S:17]([NH:1][CH2:2][CH2:3][C:4]1[CH:9]=[CH:8][C:7]([OH:10])=[CH:6][CH:5]=1)([C:20]1[CH:26]=[CH:25][C:23]([CH3:24])=[CH:22][CH:21]=1)(=[O:19])=[O:18]. The yield is 0.560. (8) The reactants are C(=O)([O-])[O-].[K+].[K+].[NH2:7][C:8]1[CH:13]=[CH:12][C:11]([NH2:14])=[CH:10][CH:9]=1.[C:15](O[C:15]([O:16][C:17]([CH3:20])([CH3:19])[CH3:18])=[O:21])(=[O:21])[O:16][C:17]([CH3:20])([CH3:19])[CH3:18].O. The catalyst is C1COCC1.CN(C=O)C.ClCCl.CC(C)=O. The product is [C:17]([O:16][C:15](=[O:21])[NH:7][C:8]1[CH:13]=[CH:12][C:11]([NH2:14])=[CH:10][CH:9]=1)([CH3:20])([CH3:19])[CH3:18]. The yield is 0.950. (9) The reactants are Cl.[CH3:2][O:3][C:4](=[O:18])[C@H:5]([CH2:7][C:8]1[C:16]2[C:11](=[CH:12][CH:13]=[C:14]([OH:17])[CH:15]=2)[NH:10][CH:9]=1)[NH2:6].[C:19](O)(=[O:31])/[CH:20]=[CH:21]/[C:22]1[CH:30]=[CH:29][C:27]([OH:28])=[C:24]([O:25][CH3:26])[CH:23]=1.C(N(CC)CC)C.O.ON1C2C=CC=CC=2N=N1.C(N=C=NCCCN(C)C)C. The catalyst is ClCCl.CN(C)C=O. The product is [CH3:26][O:25][C:24]1[CH:23]=[C:22]([CH:21]=[CH:20][C:19]([NH:6][CH:5]([C:4]([O:3][CH3:2])=[O:18])[CH2:7][C:8]2[C:16]3[C:11](=[CH:12][CH:13]=[C:14]([OH:17])[CH:15]=3)[NH:10][CH:9]=2)=[O:31])[CH:30]=[CH:29][C:27]=1[OH:28]. The yield is 0.780.